Dataset: Full USPTO retrosynthesis dataset with 1.9M reactions from patents (1976-2016). Task: Predict the reactants needed to synthesize the given product. (1) Given the product [Cl:23][C:6]1[CH:5]=[C:4]([C:24]2[CH:29]=[CH:28][C:27]([C:30]([N:68]3[CH2:69][CH2:70][CH:65]([C:64]([F:72])([F:71])[F:63])[CH2:66][CH2:67]3)=[O:31])=[CH:26][CH:25]=2)[CH:3]=[C:2]([Cl:1])[C:7]=1[CH2:8][C@@H:9]1[CH2:13][CH2:12][N:11]([C@H:14]2[CH2:19][CH2:18][C@H:17]([O:20][CH3:21])[CH2:16][CH2:15]2)[C:10]1=[O:22], predict the reactants needed to synthesize it. The reactants are: [Cl:1][C:2]1[CH:3]=[C:4]([C:24]2[CH:29]=[CH:28][C:27]([C:30](O)=[O:31])=[CH:26][CH:25]=2)[CH:5]=[C:6]([Cl:23])[C:7]=1[CH2:8][C@@H:9]1[CH2:13][CH2:12][N:11]([C@H:14]2[CH2:19][CH2:18][C@H:17]([O:20][CH3:21])[CH2:16][CH2:15]2)[C:10]1=[O:22].Cl.CN(C)CCCN=C=NCC.CN1CCOCC1.OC1C2N=NNC=2C=CC=1.Cl.[F:63][C:64]([F:72])([F:71])[CH:65]1[CH2:70][CH2:69][NH:68][CH2:67][CH2:66]1. (2) Given the product [Cl:17][C:18]1[CH:23]=[CH:22][CH:21]=[CH:20][C:19]=1/[CH:24]=[CH:25]/[C:26]([NH:16][C:13]1[CH:14]=[CH:15][N:11]([CH2:10][CH2:9][CH2:8][CH2:7][C:2](=[O:6])[CH3:1])[N:12]=1)=[O:27], predict the reactants needed to synthesize it. The reactants are: [CH3:1][C:2]1([CH2:7][CH2:8][CH2:9][CH2:10][N:11]2[CH:15]=[CH:14][C:13]([NH2:16])=[N:12]2)[O:6]CCO1.[Cl:17][C:18]1[CH:23]=[CH:22][CH:21]=[CH:20][C:19]=1/[CH:24]=[CH:25]/[C:26](O)=[O:27]. (3) Given the product [N:1]1[CH:6]=[CH:5][CH:4]=[C:3]([CH2:7][CH2:8][C:9]([Cl:15])=[O:11])[CH:2]=1, predict the reactants needed to synthesize it. The reactants are: [N:1]1[CH:6]=[CH:5][CH:4]=[C:3]([CH2:7][CH2:8][C:9]([OH:11])=O)[CH:2]=1.C(Cl)(=O)C([Cl:15])=O. (4) Given the product [CH3:28][C:29]1([CH3:42])[O:30][CH2:31][CH:32]([C:35]2[CH:40]=[CH:39][C:38]([O:41][C:8]3[C:13]([CH3:14])=[C:12]([O:15][CH:16]4[CH2:21][CH2:20][N:19]([C:22]5[N:27]=[CH:26][CH:25]=[CH:24][N:23]=5)[CH2:18][CH2:17]4)[N:11]=[CH:10][N:9]=3)=[CH:37][CH:36]=2)[CH2:33][O:34]1, predict the reactants needed to synthesize it. The reactants are: C(=O)([O-])[O-].[Cs+].[Cs+].Cl[C:8]1[C:13]([CH3:14])=[C:12]([O:15][CH:16]2[CH2:21][CH2:20][N:19]([C:22]3[N:27]=[CH:26][CH:25]=[CH:24][N:23]=3)[CH2:18][CH2:17]2)[N:11]=[CH:10][N:9]=1.[CH3:28][C:29]1([CH3:42])[O:34][CH2:33][CH:32]([C:35]2[CH:40]=[CH:39][C:38]([OH:41])=[CH:37][CH:36]=2)[CH2:31][O:30]1. (5) Given the product [OH:17][CH2:3][C:2]1([CH3:1])[CH2:12][CH:11]1[C:10]1[C:9]([O:13][CH2:14][O:15][CH3:16])=[CH:8][CH:7]=[CH:6][C:5]=1[OH:4], predict the reactants needed to synthesize it. The reactants are: [CH3:1][C:2]12[CH2:12][CH:11]1[C:10]1[C:9]([O:13][CH2:14][O:15][CH3:16])=[CH:8][CH:7]=[CH:6][C:5]=1[O:4][C:3]2=[O:17].[H-].[Al+3].[Li+].[H-].[H-].[H-]. (6) Given the product [F:1][C:2]1[C:7]([F:77])=[CH:6][CH:5]=[CH:4][C:3]=1[CH2:9][CH2:10][C:11]1[N:16]([CH2:17][C:18]([N:42]([CH2:43][C:44]2[CH:49]=[CH:48][C:47]([C:50]3[CH:51]=[CH:52][C:53]([C:56]([F:58])([F:57])[F:59])=[CH:54][CH:55]=3)=[CH:46][CH:45]=2)[CH:39]2[CH2:38][CH2:37][N:36]([C:29]([CH3:28])([CH3:35])[C:30]([O:32][CH2:33][CH3:34])=[O:31])[CH2:41][CH2:40]2)=[O:19])[C:15]2[N:23]=[CH:24][CH:25]=[CH:26][C:14]=2[C:13](=[O:27])[N:12]=1, predict the reactants needed to synthesize it. The reactants are: [F:1][C:2]1[CH:7]=[C:6](F)[CH:5]=[CH:4][C:3]=1[CH2:9][CH2:10][C:11]1[N:16]([CH2:17][C:18](OCC)=[O:19])[C:15]2[N:23]=[CH:24][CH:25]=[CH:26][C:14]=2[C:13](=[O:27])[N:12]=1.[CH3:28][C:29]([N:36]1[CH2:41][CH2:40][CH:39]([NH:42][CH2:43][C:44]2[CH:49]=[CH:48][C:47]([C:50]3[CH:55]=[CH:54][C:53]([C:56]([F:59])([F:58])[F:57])=[CH:52][CH:51]=3)=[CH:46][CH:45]=2)[CH2:38][CH2:37]1)([CH3:35])[C:30]([O:32][CH2:33][CH3:34])=[O:31].CN(C(ON1N=NC2C=CC=NC1=2)=[N+](C)C)C.[F:77][P-](F)(F)(F)(F)F.CCN(C(C)C)C(C)C. (7) Given the product [CH2:11]([N:12]([CH2:25][C:26]1[CH:27]=[CH:28][C:19]([CH2:14][CH2:13][N:38]2[CH2:43][CH2:42][CH2:41][CH2:40][CH2:39]2)=[CH:20][CH:21]=1)[C:13]1[CH:18]=[CH:17][CH:16]=[CH:15][C:14]=1[C@@H:19]1[CH2:28][CH2:27][C:26]2[CH:25]=[C:24]([OH:29])[CH:23]=[CH:22][C:21]=2[CH2:20]1)[CH3:10], predict the reactants needed to synthesize it. The reactants are: C(CC1C=CC(C[CH2:10][CH2:11][NH:12][C:13]2[CH:18]=[CH:17][CH:16]=[CH:15][C:14]=2[C@@H:19]2[CH2:28][CH2:27][C:26]3[CH:25]=[C:24]([O:29]C(=O)C(C)(C)C)[CH:23]=[CH:22][C:21]=3[CH2:20]2)=CC=1)(O)=O.[NH:38]1[CH2:43][CH2:42][CH2:41][CH2:40][CH2:39]1.